This data is from Retrosynthesis with 50K atom-mapped reactions and 10 reaction types from USPTO. The task is: Predict the reactants needed to synthesize the given product. (1) Given the product Cc1c(N(Cc2ccccc2)Cc2ccc(Oc3cccc(OCCCN4C(=O)c5ccccc5C4=O)c3)cc2)cccc1[N+](=O)[O-], predict the reactants needed to synthesize it. The reactants are: Cc1c(N(Cc2ccccc2)Cc2ccc(Oc3cccc(O)c3)cc2)cccc1[N+](=O)[O-].O=C1c2ccccc2C(=O)N1CCCO. (2) Given the product COc1ccc2c(C=O)n[nH]c2c1, predict the reactants needed to synthesize it. The reactants are: COc1ccc2c(C(=O)O)n[nH]c2c1. (3) Given the product Cn1c(=O)c(-c2ccc(F)cc2)cc2c3cc(-c4csc(N)n4)ccc3n(C)c21, predict the reactants needed to synthesize it. The reactants are: Cn1c(=O)c(-c2ccc(F)cc2)cc2c3cc(C(=O)CBr)ccc3n(C)c21.NC(N)=S. (4) Given the product CCCCCCCCC[C@H](C#CC#C[C@@H](O)c1ccc(OCC)cc1)NCCCC, predict the reactants needed to synthesize it. The reactants are: C#C[C@@H](CCCCCCCCC)NCCCC.CCOc1ccc([C@H](O)C#CBr)cc1. (5) The reactants are: CC(C)C1=C(C(=O)O)SC2=N[C@@](C)(c3ccc(Cl)cc3)[C@@H](c3ccc(Cl)cc3)N21.CN1CCNCC1. Given the product CC(C)C1=C(C(=O)N2CCN(C)CC2)SC2=N[C@@](C)(c3ccc(Cl)cc3)[C@@H](c3ccc(Cl)cc3)N21, predict the reactants needed to synthesize it. (6) Given the product O=C(OCCBr)c1cccc(Cl)c1, predict the reactants needed to synthesize it. The reactants are: O=C(Cl)c1cccc(Cl)c1.OCCBr. (7) Given the product Cc1nc(C(=O)NCC(=O)O)c(O)c2sc(-c3ccccc3)nc12, predict the reactants needed to synthesize it. The reactants are: CCOC(=O)c1nc(C)c2nc(-c3ccccc3)sc2c1O.NCC(=O)O. (8) Given the product COC(=O)c1cc2[nH]c(-c3ccc(OCc4ccccc4)cc3NC(=O)CCl)c(C3CCCCC3)c2s1, predict the reactants needed to synthesize it. The reactants are: COC(=O)c1cc2[nH]c(-c3ccc(OCc4ccccc4)cc3N)c(C3CCCCC3)c2s1.O=C(Cl)CCl.